Predict the product of the given reaction. From a dataset of Forward reaction prediction with 1.9M reactions from USPTO patents (1976-2016). (1) Given the reactants [Cl:1][C:2]1[CH:3]=[C:4]([C:25]2[C:26]([CH3:39])=[CH:27][C:28]([O:31][CH2:32][C:33]([CH3:38])([CH3:37])[C:34]([OH:36])=[O:35])=[N:29][CH:30]=2)[CH:5]=[CH:6][C:7]=1[C:8]1[N:9](COCC[Si](C)(C)C)[CH:10]=[C:11]([C:13]([F:16])([F:15])[F:14])[N:12]=1.[OH-].[Na+], predict the reaction product. The product is: [Cl:1][C:2]1[CH:3]=[C:4]([C:25]2[C:26]([CH3:39])=[CH:27][C:28]([O:31][CH2:32][C:33]([CH3:37])([CH3:38])[C:34]([OH:36])=[O:35])=[N:29][CH:30]=2)[CH:5]=[CH:6][C:7]=1[C:8]1[NH:12][C:11]([C:13]([F:14])([F:16])[F:15])=[CH:10][N:9]=1. (2) Given the reactants [ClH:1].C(OC([N:9]1[CH2:13][C@H:12]([O:14][C:15](=[O:21])[NH:16][C:17]([CH3:20])([CH3:19])[CH3:18])[CH2:11][C@@H:10]1[C@H:22]1[O:26]C(C)(C)[N:24]([C:29](=[O:31])[CH3:30])[C@H:23]1[CH2:32][C:33]1[CH:38]=[C:37]([F:39])[CH:36]=[C:35]([F:40])[CH:34]=1)=O)(C)(C)C, predict the reaction product. The product is: [ClH:1].[C:29]([NH:24][C@@H:23]([CH2:32][C:33]1[CH:34]=[C:35]([F:40])[CH:36]=[C:37]([F:39])[CH:38]=1)[C@@H:22]([C@@H:10]1[NH:9][CH2:13][C@H:12]([O:14][C:15](=[O:21])[NH:16][C:17]([CH3:19])([CH3:18])[CH3:20])[CH2:11]1)[OH:26])(=[O:31])[CH3:30]. (3) Given the reactants [CH3:1][O:2][C:3]1[CH:4]=[C:5]2[C:10](=[CH:11][C:12]=1[O:13][CH3:14])[N:9]=[C:8]([CH3:15])[N:7]=[C:6]2OC1C=CC([N+]([O-])=O)=CC=1.[CH:26]([O-:28])=O.[NH4+:29], predict the reaction product. The product is: [CH3:1][O:2][C:3]1[CH:4]=[C:5]2[C:10](=[CH:11][C:12]=1[O:13][CH3:14])[NH:9][C:8]([CH3:15])([O:28][C:26]1[CH:5]=[CH:4][C:3]([NH2:29])=[CH:12][CH:11]=1)[N:7]=[CH:6]2. (4) Given the reactants [CH2:1]([O:8][C:9]1[CH:10]=[C:11]([C:18]2[C:22](=[O:23])[NH:21][C:20](=[O:24])[C:19]=2[C:25]2[C:33]3[C:28](=[CH:29][CH:30]=[CH:31][CH:32]=3)[N:27]([CH2:34][CH2:35][CH2:36]OS(C)(=O)=O)[CH:26]=2)[C:12]2[O:16][CH:15]=[CH:14][C:13]=2[CH:17]=1)[C:2]1[CH:7]=[CH:6][CH:5]=[CH:4][CH:3]=1.[NH:42]1[CH2:46][CH2:45][CH2:44][CH2:43]1, predict the reaction product. The product is: [CH2:1]([O:8][C:9]1[CH:10]=[C:11]([C:18]2[C:22](=[O:23])[NH:21][C:20](=[O:24])[C:19]=2[C:25]2[C:33]3[C:28](=[CH:29][CH:30]=[CH:31][CH:32]=3)[N:27]([CH2:34][CH2:35][CH2:36][N:42]3[CH2:46][CH2:45][CH2:44][CH2:43]3)[CH:26]=2)[C:12]2[O:16][CH:15]=[CH:14][C:13]=2[CH:17]=1)[C:2]1[CH:3]=[CH:4][CH:5]=[CH:6][CH:7]=1. (5) Given the reactants CS[CH2:3][O:4][C@H:5]1[CH2:10][CH2:9][C@H:8]([N:11]2[C:16](=[O:17])[C:15]([CH2:18][C:19]3[CH:24]=[CH:23][C:22]([C:25]4[C:26]([C:31]#[N:32])=[CH:27][CH:28]=[CH:29][CH:30]=4)=[CH:21][CH:20]=3)=[C:14]([CH2:33][CH2:34][CH3:35])[N:13]3[N:36]=[CH:37][N:38]=[C:12]23)[CH2:7][CH2:6]1.S(Cl)(Cl)(=O)=[O:40].[C:44]1([CH3:50])[CH:49]=[CH:48][CH:47]=CC=1, predict the reaction product. The product is: [OH:40][C:44]1([CH2:3][O:4][C@H:5]2[CH2:10][CH2:9][C@H:8]([N:11]3[C:16](=[O:17])[C:15]([CH2:18][C:19]4[CH:24]=[CH:23][C:22]([C:25]5[C:26]([C:31]#[N:32])=[CH:27][CH:28]=[CH:29][CH:30]=5)=[CH:21][CH:20]=4)=[C:14]([CH2:33][CH2:34][CH3:35])[N:13]4[N:36]=[CH:37][N:38]=[C:12]34)[CH2:7][CH2:6]2)[CH2:49][CH2:48][CH2:47][CH2:50]1. (6) Given the reactants [CH2:1]([O:8][C:9]([N:11]1[CH2:17][CH2:16][CH2:15][CH:14]([NH2:18])[CH:13]([OH:19])[CH2:12]1)=[O:10])[C:2]1[CH:7]=[CH:6][CH:5]=[CH:4][CH:3]=1.[C:20]([O:24][C:25](O[C:25]([O:24][C:20]([CH3:23])([CH3:22])[CH3:21])=[O:26])=[O:26])([CH3:23])([CH3:22])[CH3:21], predict the reaction product. The product is: [CH2:1]([O:8][C:9]([N:11]1[CH2:17][CH2:16][CH2:15][CH:14]([NH:18][C:25]([O:24][C:20]([CH3:23])([CH3:22])[CH3:21])=[O:26])[CH:13]([OH:19])[CH2:12]1)=[O:10])[C:2]1[CH:3]=[CH:4][CH:5]=[CH:6][CH:7]=1. (7) Given the reactants C(OC(=O)[NH:7][C:8]1[CH:13]=[CH:12][CH:11]=[CH:10][C:9]=1[NH:14][C:15](=[O:48])/[CH:16]=[CH:17]/[C:18]1[CH:23]=[CH:22][C:21]([C:24]([NH:39][CH2:40][CH2:41][N:42]2[CH2:47][CH2:46][O:45][CH2:44][CH2:43]2)([C:26](=[O:38])[NH:27][C:28]2[CH:33]=[CH:32][C:31]([C:34]([F:37])([F:36])[F:35])=[CH:30][CH:29]=2)[CH3:25])=[CH:20][CH:19]=1)(C)(C)C.Cl, predict the reaction product. The product is: [NH2:7][C:8]1[CH:13]=[CH:12][CH:11]=[CH:10][C:9]=1[NH:14][C:15](=[O:48])/[CH:16]=[CH:17]/[C:18]1[CH:23]=[CH:22][C:21]([C:24]([NH:39][CH2:40][CH2:41][N:42]2[CH2:47][CH2:46][O:45][CH2:44][CH2:43]2)([C:26](=[O:38])[NH:27][C:28]2[CH:33]=[CH:32][C:31]([C:34]([F:35])([F:36])[F:37])=[CH:30][CH:29]=2)[CH3:25])=[CH:20][CH:19]=1.